Dataset: Forward reaction prediction with 1.9M reactions from USPTO patents (1976-2016). Task: Predict the product of the given reaction. (1) Given the reactants C(OC(C(F)(F)F)=O)(C(F)(F)F)=O.[N:14]1C=CC=CC=1.[NH2:20][C:21]1[N:26]=[CH:25][C:24]([C:27]2[N:32]=[CH:31][C:30]([C:33]3([C:37]4[N:41]=[C:40]([C:42]5[CH:43]=[N:44][N:45]([CH2:47][C:48]([CH3:53])([CH3:52])[C:49](O)=O)[CH:46]=5)[O:39][N:38]=4)[CH2:36][CH2:35][CH2:34]3)=[CH:29][CH:28]=2)=[CH:23][N:22]=1.O.[OH-].[Li+], predict the reaction product. The product is: [NH2:20][C:21]1[N:22]=[CH:23][C:24]([C:27]2[N:32]=[CH:31][C:30]([C:33]3([C:37]4[N:41]=[C:40]([C:42]5[CH:43]=[N:44][N:45]([CH2:47][C:48]([CH3:53])([CH3:52])[C:49]#[N:14])[CH:46]=5)[O:39][N:38]=4)[CH2:36][CH2:35][CH2:34]3)=[CH:29][CH:28]=2)=[CH:25][N:26]=1. (2) Given the reactants [N:1]([C:4]1[C:13]([C:14]2[CH:19]=[CH:18][C:17]([C:20]([N:22]3[CH2:27][CH2:26][O:25][CH2:24][CH2:23]3)=[O:21])=[CH:16][CH:15]=2)=[N:12][C:11]([Br:28])=[CH:10][C:5]=1[C:6]([O:8][CH3:9])=[O:7])=[N+]=[N-], predict the reaction product. The product is: [Br:28][C:11]1[CH:10]=[C:5]([C:6]([O:8][CH3:9])=[O:7])[C:4]2[NH:1][C:15]3[CH:16]=[C:17]([C:20]([N:22]4[CH2:27][CH2:26][O:25][CH2:24][CH2:23]4)=[O:21])[CH:18]=[CH:19][C:14]=3[C:13]=2[N:12]=1. (3) Given the reactants [Cl-].[CH2:2]([N+:6]1[CH:10]=[CH:9][N:8]([CH3:11])[CH:7]=1)[CH2:3][CH2:4][CH3:5].[F:12][C:13]([F:24])([F:23])[C:14]([O:16]C(=O)C(F)(F)F)=[O:15], predict the reaction product. The product is: [F:12][C:13]([F:24])([F:23])[C:14]([O-:16])=[O:15].[CH2:2]([N+:6]1[CH:10]=[CH:9][N:8]([CH3:11])[CH:7]=1)[CH2:3][CH2:4][CH3:5].